This data is from Full USPTO retrosynthesis dataset with 1.9M reactions from patents (1976-2016). The task is: Predict the reactants needed to synthesize the given product. (1) Given the product [Br:6][C:7]1[CH:12]=[C:11]([S:2]([NH:27][C:24]2[CH:23]=[CH:22][C:21]([N:15]3[CH2:20][CH2:19][O:18][CH2:17][CH2:16]3)=[CH:26][CH:25]=2)(=[O:5])=[O:3])[CH:10]=[CH:9][C:8]=1[O:13][CH3:14], predict the reactants needed to synthesize it. The reactants are: Cl[S:2]([OH:5])(=O)=[O:3].[Br:6][C:7]1[CH:12]=[CH:11][CH:10]=[CH:9][C:8]=1[O:13][CH3:14].[N:15]1([C:21]2[CH:26]=[CH:25][C:24]([NH2:27])=[CH:23][CH:22]=2)[CH2:20][CH2:19][O:18][CH2:17][CH2:16]1. (2) The reactants are: [NH2:1][C:2]1[C:3]([CH3:9])=[CH:4][CH:5]=[CH:6][C:7]=1[CH3:8].C(=O)([O-])[O-].[Na+].[Na+].[Cl:16][CH2:17][C:18](Cl)=[O:19]. Given the product [Cl:16][CH2:17][C:18]([NH:1][C:2]1[C:7]([CH3:8])=[CH:6][CH:5]=[CH:4][C:3]=1[CH3:9])=[O:19], predict the reactants needed to synthesize it. (3) The reactants are: [CH2:1]([O:3][C:4]([C:6]1[C:7]([CH3:23])=[C:8]([C:16]([O:18][C:19]([CH3:22])([CH3:21])[CH3:20])=[O:17])[NH:9][C:10]=1[CH2:11][CH2:12][C:13]([OH:15])=O)=[O:5])[CH3:2].[OH:24]N1C2C=CC=CC=2N=N1.C(N=C=NC[CH2:40][CH2:41][N:42]([CH3:44])C)C.[C:45](#[N:47])C. Given the product [CH2:1]([O:3][C:4]([C:6]1[C:7]([CH3:23])=[C:8]([C:16]([O:18][C:19]([CH3:22])([CH3:21])[CH3:20])=[O:17])[NH:9][C:10]=1[CH2:11][CH2:12][C:13](=[O:15])[NH:47][CH2:45][CH2:44][NH:42][C:41](=[O:24])[CH3:40])=[O:5])[CH3:2], predict the reactants needed to synthesize it. (4) Given the product [O:31]=[S:25]1(=[O:32])[CH2:26][C@@H:27]2[CH2:30][C@H:24]1[CH2:29][N:28]2[CH2:7][C@@H:8]1[CH2:11][C@H:10]([N:12]2[C:16]3[N:17]=[CH:18][N:19]=[C:20]([NH2:21])[C:15]=3[C:14]([I:22])=[CH:13]2)[CH2:9]1, predict the reactants needed to synthesize it. The reactants are: [C@H]12C[C@H](N([CH2:7][C@@H:8]3[CH2:11][C@H:10]([N:12]4[C:16]5[N:17]=[CH:18][N:19]=[C:20]([NH2:21])[C:15]=5[C:14]([I:22])=[CH:13]4)[CH2:9]3)C1)CS2.[CH:24]12[CH2:30][CH:27]([NH:28][CH2:29]1)[CH2:26][S:25]2(=[O:32])=[O:31]. (5) Given the product [CH:1]([N:4]([CH2:35][CH3:36])[C@@H:5]1[CH2:10][CH2:9][C@H:8]([N:11]2[CH2:16][CH2:15][C:14]([C:17]3[CH:22]=[CH:21][CH:20]=[C:19]([C:23]([F:26])([F:24])[F:25])[CH:18]=3)=[CH:13][C:12]2=[O:27])[C@H:7]([CH2:28][S:29]([CH:32]([CH3:34])[CH3:33])(=[O:30])=[O:31])[CH2:6]1)([CH3:3])[CH3:2], predict the reactants needed to synthesize it. The reactants are: [CH:1]([NH:4][C@H:5]1[CH2:10][CH2:9][C@@H:8]([N:11]2[CH2:16][CH2:15][C:14]([C:17]3[CH:22]=[CH:21][CH:20]=[C:19]([C:23]([F:26])([F:25])[F:24])[CH:18]=3)=[CH:13][C:12]2=[O:27])[C@H:7]([CH2:28][S:29]([CH:32]([CH3:34])[CH3:33])(=[O:31])=[O:30])[CH2:6]1)([CH3:3])[CH3:2].[CH:35](=O)[CH3:36].C([BH3-])#N.[Na+]. (6) The reactants are: Br[C:2]1[CH:7]=[C:6]([Cl:8])[C:5]([OH:9])=[C:4]([Cl:10])[CH:3]=1.CC([O-])=O.[K+].[B:16]1([B:16]2[O:20][C:19]([CH3:22])([CH3:21])[C:18]([CH3:24])([CH3:23])[O:17]2)[O:20][C:19]([CH3:22])([CH3:21])[C:18]([CH3:24])([CH3:23])[O:17]1. Given the product [Cl:8][C:6]1[CH:7]=[C:2]([B:16]2[O:20][C:19]([CH3:22])([CH3:21])[C:18]([CH3:24])([CH3:23])[O:17]2)[CH:3]=[C:4]([Cl:10])[C:5]=1[OH:9], predict the reactants needed to synthesize it. (7) Given the product [O:24]1[C:29]2[CH:30]=[CH:31][C:32]([C:2]3[C:10]4[C:5](=[CH:6][CH:7]=[C:8]([CH:11]5[C:16]([C:17]#[N:18])=[C:15]([CH3:19])[NH:14][C:13]6[CH2:20][O:21][C:22](=[O:23])[C:12]5=6)[CH:9]=4)[NH:4][N:3]=3)=[CH:33][C:28]=2[O:27][CH2:26][CH2:25]1, predict the reactants needed to synthesize it. The reactants are: Br[C:2]1[C:10]2[C:5](=[CH:6][CH:7]=[C:8]([CH:11]3[C:16]([C:17]#[N:18])=[C:15]([CH3:19])[NH:14][C:13]4[CH2:20][O:21][C:22](=[O:23])[C:12]3=4)[CH:9]=2)[NH:4][N:3]=1.[O:24]1[C:29]2[CH:30]=[CH:31][C:32](B(O)O)=[CH:33][C:28]=2[O:27][CH2:26][CH2:25]1.C(=O)(O)[O-].[Na+]. (8) Given the product [CH3:21][N:2]([CH3:1])[C:3]1[CH:4]=[CH:5][C:6]([C:9]2[NH:13][C:12]3[CH:14]=[CH:15][C:16]([C:18]([NH:22][C:23]4[CH:24]=[CH:25][C:26]([C:27]([NH:29][NH2:30])=[O:28])=[CH:31][CH:32]=4)=[O:20])=[CH:17][C:11]=3[N:10]=2)=[CH:7][CH:8]=1, predict the reactants needed to synthesize it. The reactants are: [CH3:1][N:2]([CH3:21])[C:3]1[CH:8]=[CH:7][C:6]([C:9]2[NH:10][C:11]3[CH:17]=[C:16]([C:18]([OH:20])=O)[CH:15]=[CH:14][C:12]=3[N:13]=2)=[CH:5][CH:4]=1.[NH2:22][C:23]1[CH:32]=[CH:31][C:26]([C:27]([NH:29][NH2:30])=[O:28])=[CH:25][CH:24]=1. (9) The reactants are: Br[C:2]1[CH:7]=[CH:6][C:5]([C:8]2[N:12]=[CH:11][N:10]([C:13]3[CH:18]=[CH:17][C:16]([O:19][C:20]([F:23])([F:22])[F:21])=[CH:15][CH:14]=3)[N:9]=2)=[CH:4][CH:3]=1.[CH2:24]([OH:27])[C:25]#[CH:26]. Given the product [F:21][C:20]([F:23])([F:22])[O:19][C:16]1[CH:17]=[CH:18][C:13]([N:10]2[CH:11]=[N:12][C:8]([C:5]3[CH:6]=[CH:7][C:2]([C:26]#[C:25][CH2:24][OH:27])=[CH:3][CH:4]=3)=[N:9]2)=[CH:14][CH:15]=1, predict the reactants needed to synthesize it. (10) Given the product [CH2:21]([O:20][C:18]([N:16]1[CH2:17][C@H:12]([C:10]2[N:4]3[CH:5]=[CH:6][N:7]=[C:2]([Cl:1])[C:3]3=[CH:8][N:9]=2)[CH2:13][CH2:14][C@H:15]1[CH2:28][O:29][CH3:30])=[O:19])[C:22]1[CH:27]=[CH:26][CH:25]=[CH:24][CH:23]=1, predict the reactants needed to synthesize it. The reactants are: [Cl:1][C:2]1[C:3]([CH2:8][NH:9][C:10]([C@@H:12]2[CH2:17][N:16]([C:18]([O:20][CH2:21][C:22]3[CH:27]=[CH:26][CH:25]=[CH:24][CH:23]=3)=[O:19])[C@@H:15]([CH2:28][O:29][CH3:30])[CH2:14][CH2:13]2)=O)=[N:4][CH:5]=[CH:6][N:7]=1.O=P(Cl)(Cl)Cl.C([O-])(O)=O.[Na+].